From a dataset of NCI-60 drug combinations with 297,098 pairs across 59 cell lines. Regression. Given two drug SMILES strings and cell line genomic features, predict the synergy score measuring deviation from expected non-interaction effect. Drug 1: C1CCN(CC1)CCOC2=CC=C(C=C2)C(=O)C3=C(SC4=C3C=CC(=C4)O)C5=CC=C(C=C5)O. Drug 2: CN(CC1=CN=C2C(=N1)C(=NC(=N2)N)N)C3=CC=C(C=C3)C(=O)NC(CCC(=O)O)C(=O)O. Cell line: 786-0. Synergy scores: CSS=16.6, Synergy_ZIP=-3.53, Synergy_Bliss=-4.04, Synergy_Loewe=-14.2, Synergy_HSA=-4.57.